Dataset: Catalyst prediction with 721,799 reactions and 888 catalyst types from USPTO. Task: Predict which catalyst facilitates the given reaction. (1) Reactant: [Br:1][C:2]1[CH:3]=[CH:4][C:5]([O:10][CH3:11])=[C:6]([CH:9]=1)[CH2:7][OH:8].N1C=CN=C1.[Si:17](Cl)([C:20]([CH3:23])([CH3:22])[CH3:21])([CH3:19])[CH3:18]. Product: [Br:1][C:2]1[CH:3]=[CH:4][C:5]([O:10][CH3:11])=[C:6]([CH:9]=1)[CH2:7][O:8][Si:17]([C:20]([CH3:23])([CH3:22])[CH3:21])([CH3:19])[CH3:18]. The catalyst class is: 3. (2) Reactant: [CH3:1][C:2]1([CH:17]=[O:18])[CH2:6][CH:5]2[CH:7]([CH3:16])[C:8]([N+:13]([O-:15])=[O:14])=[C:9]([CH3:12])[C:10]([CH3:11])=[C:4]2[O:3]1.CC(=CC)C.Cl([O-])=[O:25].[Na+].[Na].[H][H]. Product: [CH3:1][C:2]1([C:17]([OH:25])=[O:18])[CH2:6][CH:5]2[CH:7]([CH3:16])[C:8]([N+:13]([O-:15])=[O:14])=[C:9]([CH3:12])[C:10]([CH3:11])=[C:4]2[O:3]1. The catalyst class is: 371.